Dataset: NCI-60 drug combinations with 297,098 pairs across 59 cell lines. Task: Regression. Given two drug SMILES strings and cell line genomic features, predict the synergy score measuring deviation from expected non-interaction effect. (1) Drug 1: CC1C(C(CC(O1)OC2CC(CC3=C2C(=C4C(=C3O)C(=O)C5=C(C4=O)C(=CC=C5)OC)O)(C(=O)C)O)N)O.Cl. Drug 2: CCC1(CC2CC(C3=C(CCN(C2)C1)C4=CC=CC=C4N3)(C5=C(C=C6C(=C5)C78CCN9C7C(C=CC9)(C(C(C8N6C)(C(=O)OC)O)OC(=O)C)CC)OC)C(=O)OC)O.OS(=O)(=O)O. Cell line: NCIH23. Synergy scores: CSS=16.4, Synergy_ZIP=-4.34, Synergy_Bliss=-2.25, Synergy_Loewe=-3.94, Synergy_HSA=0.443. (2) Drug 1: CCC1(C2=C(COC1=O)C(=O)N3CC4=CC5=C(C=CC(=C5CN(C)C)O)N=C4C3=C2)O.Cl. Drug 2: CC12CCC3C(C1CCC2OP(=O)(O)O)CCC4=C3C=CC(=C4)OC(=O)N(CCCl)CCCl.[Na+]. Cell line: SK-MEL-2. Synergy scores: CSS=25.8, Synergy_ZIP=-1.21, Synergy_Bliss=-0.00385, Synergy_Loewe=-38.6, Synergy_HSA=-6.65. (3) Drug 1: CC1C(C(CC(O1)OC2CC(CC3=C2C(=C4C(=C3O)C(=O)C5=C(C4=O)C(=CC=C5)OC)O)(C(=O)C)O)N)O.Cl. Drug 2: C1=CC=C(C=C1)NC(=O)CCCCCCC(=O)NO. Cell line: HCT116. Synergy scores: CSS=50.6, Synergy_ZIP=-5.30, Synergy_Bliss=-2.91, Synergy_Loewe=-9.55, Synergy_HSA=0.0379. (4) Drug 1: C1=CN(C(=O)N=C1N)C2C(C(C(O2)CO)O)O.Cl. Drug 2: CC1CCC2CC(C(=CC=CC=CC(CC(C(=O)C(C(C(=CC(C(=O)CC(OC(=O)C3CCCCN3C(=O)C(=O)C1(O2)O)C(C)CC4CCC(C(C4)OC)O)C)C)O)OC)C)C)C)OC. Cell line: NCI-H522. Synergy scores: CSS=20.2, Synergy_ZIP=-0.115, Synergy_Bliss=5.11, Synergy_Loewe=-1.73, Synergy_HSA=1.74. (5) Drug 1: CC(CN1CC(=O)NC(=O)C1)N2CC(=O)NC(=O)C2. Drug 2: CC1C(C(CC(O1)OC2CC(CC3=C2C(=C4C(=C3O)C(=O)C5=CC=CC=C5C4=O)O)(C(=O)C)O)N)O. Cell line: 786-0. Synergy scores: CSS=39.8, Synergy_ZIP=-2.36, Synergy_Bliss=-5.13, Synergy_Loewe=-26.6, Synergy_HSA=-3.50. (6) Drug 2: C(CN)CNCCSP(=O)(O)O. Cell line: SW-620. Drug 1: C1=CN(C=N1)CC(O)(P(=O)(O)O)P(=O)(O)O. Synergy scores: CSS=-0.196, Synergy_ZIP=0.769, Synergy_Bliss=-0.340, Synergy_Loewe=-0.283, Synergy_HSA=-2.23. (7) Drug 1: CN(C)C1=NC(=NC(=N1)N(C)C)N(C)C. Drug 2: CC1=C2C(C(=O)C3(C(CC4C(C3C(C(C2(C)C)(CC1OC(=O)C(C(C5=CC=CC=C5)NC(=O)OC(C)(C)C)O)O)OC(=O)C6=CC=CC=C6)(CO4)OC(=O)C)O)C)O. Cell line: M14. Synergy scores: CSS=46.7, Synergy_ZIP=5.92, Synergy_Bliss=6.26, Synergy_Loewe=-39.8, Synergy_HSA=3.55.